From a dataset of Full USPTO retrosynthesis dataset with 1.9M reactions from patents (1976-2016). Predict the reactants needed to synthesize the given product. (1) Given the product [C:1]1([C:21]2[CH:26]=[CH:25][CH:24]=[CH:23][CH:22]=2)[CH:2]=[CH:3][C:4]([CH2:7][CH2:8][C:9]([NH:11][C:12]2[C:13]([C:17]([OH:19])=[O:18])=[CH:14][S:15][CH:16]=2)=[O:10])=[CH:5][CH:6]=1, predict the reactants needed to synthesize it. The reactants are: [C:1]1([C:21]2[CH:26]=[CH:25][CH:24]=[CH:23][CH:22]=2)[CH:6]=[CH:5][C:4]([CH2:7][CH2:8][C:9]([NH:11][C:12]2[C:13]([C:17]([O:19]C)=[O:18])=[CH:14][S:15][CH:16]=2)=[O:10])=[CH:3][CH:2]=1.[OH-].[Na+]. (2) The reactants are: [Cl:1][C:2]1[C:9]([NH:10][C:11]2[CH:16]=[CH:15][CH:14]=[CH:13][C:12]=2[CH3:17])=[N:8][CH:7]=[C:6]([Cl:18])[C:3]=1[C:4]#[N:5].[C:19](OC(=O)C)(=[O:21])[CH3:20]. Given the product [Cl:1][C:2]1[C:9]([N:10]([C:11]2[CH:16]=[CH:15][CH:14]=[CH:13][C:12]=2[CH3:17])[C:19](=[O:21])[CH3:20])=[N:8][CH:7]=[C:6]([Cl:18])[C:3]=1[C:4]#[N:5], predict the reactants needed to synthesize it. (3) Given the product [C:22]([O:21][C:19]([N:16]1[CH2:15][CH2:14][N:13]([C:10]2[CH:9]=[CH:8][C:7]([C:6]3[C:2]([CH3:1])=[N:3][O:4][C:5]=3[N:26]([C:27]([O:29][CH2:30][C:31]([Cl:32])([Cl:33])[Cl:34])=[O:28])[C@H:36]([C:37]([O:39][CH3:40])=[O:38])[CH2:41][CH:42]([CH3:44])[CH3:43])=[CH:12][CH:11]=2)[CH2:18][CH2:17]1)=[O:20])([CH3:25])([CH3:23])[CH3:24], predict the reactants needed to synthesize it. The reactants are: [CH3:1][C:2]1[C:6]([C:7]2[CH:12]=[CH:11][C:10]([N:13]3[CH2:18][CH2:17][N:16]([C:19]([O:21][C:22]([CH3:25])([CH3:24])[CH3:23])=[O:20])[CH2:15][CH2:14]3)=[CH:9][CH:8]=2)=[C:5]([NH:26][C:27]([O:29][CH2:30][C:31]([Cl:34])([Cl:33])[Cl:32])=[O:28])[O:4][N:3]=1.O[CH:36]([CH2:41][CH:42]([CH3:44])[CH3:43])[C:37]([O:39][CH3:40])=[O:38].C1(P(C2C=CC=CC=2)C2C=CC=CC=2)C=CC=CC=1.N(C(OC(C)C)=O)=NC(OC(C)C)=O. (4) Given the product [O:37]=[C:36]([N:8]([CH2:7][C:1]1[CH:2]=[CH:3][CH:4]=[CH:5][CH:6]=1)[CH2:9][C@H:10]1[CH2:15][O:14][CH2:13][CH2:12][N:11]1[CH2:16][C:17]1[CH:22]=[CH:21][CH:20]=[CH:19][CH:18]=1)[C:35]([O:34][CH2:32][CH3:33])=[O:39], predict the reactants needed to synthesize it. The reactants are: [C:1]1([CH2:7][NH:8][CH2:9][C@H:10]2[CH2:15][O:14][CH2:13][CH2:12][N:11]2[CH2:16][C:17]2[CH:22]=[CH:21][CH:20]=[CH:19][CH:18]=2)[CH:6]=[CH:5][CH:4]=[CH:3][CH:2]=1.C(N(C(C)C)CC)(C)C.[CH2:32]([O:34][C:35](=[O:39])[C:36](Cl)=[O:37])[CH3:33]. (5) Given the product [CH3:2][N:3]1[CH:8]2[CH2:9][CH2:10][CH:4]1[CH2:5][CH:6]([N:11]1[CH:15]=[C:14]([NH2:16])[CH:13]=[N:12]1)[CH2:7]2, predict the reactants needed to synthesize it. The reactants are: N.[CH3:2][N:3]1[CH:8]2[CH2:9][CH2:10][CH:4]1[CH2:5][CH:6]([N:11]1[CH:15]=[C:14]([N+:16]([O-])=O)[CH:13]=[N:12]1)[CH2:7]2. (6) Given the product [F:3][C:4]1[CH:9]=[CH:8][C:7]([CH2:10][CH2:11][C:12]2[CH:13]=[CH:14][C:15]([CH2:16][O:17][C:18]3[CH:23]=[CH:22][CH:21]=[CH:20][C:19]=3[CH2:24][CH2:25][NH:26][CH:27]3[CH2:36][CH2:35][CH2:34][C:33]4[N:32]=[C:31]([C:37]([O:39][CH2:40][CH3:41])=[O:38])[CH:30]=[CH:29][C:28]3=4)=[CH:42][CH:43]=2)=[CH:6][CH:5]=1, predict the reactants needed to synthesize it. The reactants are: Cl.Cl.[F:3][C:4]1[CH:9]=[CH:8][C:7]([CH2:10][CH2:11][C:12]2[CH:43]=[CH:42][C:15]([CH2:16][O:17][C:18]3[CH:23]=[CH:22][CH:21]=[CH:20][C:19]=3[CH2:24][CH2:25][NH:26][CH:27]3[CH2:36][CH2:35][CH2:34][C:33]4[N:32]=[C:31]([C:37]([O:39][CH2:40][CH3:41])=[O:38])[CH:30]=[CH:29][C:28]3=4)=[CH:14][CH:13]=2)=[CH:6][CH:5]=1.C(N(CC)CC)C.C(OCC)(=O)C.O. (7) Given the product [CH2:23]([O:22][C:20]([C:19]1[N:15]=[C:14]([CH:11]2[CH2:10][CH2:9][NH:8][CH2:13][CH2:12]2)[S:16][CH:18]=1)=[O:21])[CH3:24], predict the reactants needed to synthesize it. The reactants are: C(OC([N:8]1[CH2:13][CH2:12][CH:11]([C:14](=[S:16])[NH2:15])[CH2:10][CH2:9]1)=O)(C)(C)C.Br[CH2:18][C:19](=O)[C:20]([O:22][CH2:23][CH3:24])=[O:21].